From a dataset of Reaction yield outcomes from USPTO patents with 853,638 reactions. Predict the reaction yield, written as a fraction of the theoretical maximum amount of product (1.0 means a 100% yield; for example, 0.34 means a 34% yield). The reactants are [ClH:1].O1CCOCC1.OC(C(F)(F)F)=O.[CH3:15][O:16][C:17]1[CH:22]=[CH:21][C:20]([NH:23][C:24]([N:26]2[CH2:31][CH2:30][N:29](C(OC(C)(C)C)=O)[CH2:28][CH:27]2[CH2:39][NH:40][C:41]2[CH:42]=[N:43][CH:44]=[CH:45][CH:46]=2)=[O:25])=[CH:19][CH:18]=1. The catalyst is CO. The product is [ClH:1].[ClH:1].[CH3:15][O:16][C:17]1[CH:18]=[CH:19][C:20]([NH:23][C:24]([N:26]2[CH2:31][CH2:30][NH:29][CH2:28][CH:27]2[CH2:39][NH:40][C:41]2[CH:42]=[N:43][CH:44]=[CH:45][CH:46]=2)=[O:25])=[CH:21][CH:22]=1. The yield is 0.820.